Dataset: Catalyst prediction with 721,799 reactions and 888 catalyst types from USPTO. Task: Predict which catalyst facilitates the given reaction. (1) Reactant: Br[CH2:2][C:3]1[CH:8]=[CH:7][C:6]([C:9]2[CH:14]=[CH:13][CH:12]=[CH:11][C:10]=2[C:15]2[N:19]([C:20]([C:33]3[CH:38]=[CH:37][CH:36]=[CH:35][CH:34]=3)([C:27]3[CH:32]=[CH:31][CH:30]=[CH:29][CH:28]=3)[C:21]3[CH:26]=[CH:25][CH:24]=[CH:23][CH:22]=3)[N:18]=[N:17][N:16]=2)=[CH:5][CH:4]=1.[NH2:39][C@@H:40]([CH3:43])[CH2:41][OH:42].C(=O)([O-])[O-].[K+].[K+].O. Product: [C:20]([N:19]1[C:15]([C:10]2[CH:11]=[CH:12][CH:13]=[CH:14][C:9]=2[C:6]2[CH:5]=[CH:4][C:3]([CH2:2][NH:39][C@@H:40]([CH3:43])[CH2:41][OH:42])=[CH:8][CH:7]=2)=[N:16][N:17]=[N:18]1)([C:33]1[CH:38]=[CH:37][CH:36]=[CH:35][CH:34]=1)([C:21]1[CH:22]=[CH:23][CH:24]=[CH:25][CH:26]=1)[C:27]1[CH:32]=[CH:31][CH:30]=[CH:29][CH:28]=1. The catalyst class is: 1. (2) Reactant: [CH3:1][O:2][C:3]([CH:5]1[CH2:9][CH2:8][CH:7]([O:10][CH2:11][CH:12]=[CH2:13])[N:6]1C(OC(C)(C)C)=O)=[O:4].S(Cl)([Cl:23])=O. Product: [ClH:23].[CH3:1][O:2][C:3]([CH:5]1[CH2:9][CH2:8][CH:7]([O:10][CH2:11][CH:12]=[CH2:13])[NH:6]1)=[O:4]. The catalyst class is: 5. (3) Reactant: [O:1]1[C:5]2[CH:6]=[CH:7][CH:8]=[CH:9][C:4]=2[N:3]=[C:2]1[NH:10][C:11]1[CH:16]=[CH:15][C:14]([NH2:17])=[CH:13][CH:12]=1.Cl[C:19]1[C:24]([N+:25]([O-:27])=[O:26])=[CH:23][CH:22]=[CH:21][N:20]=1. Product: [O:1]1[C:5]2[CH:6]=[CH:7][CH:8]=[CH:9][C:4]=2[N:3]=[C:2]1[NH:10][C:11]1[CH:16]=[CH:15][C:14]([NH:17][C:19]2[C:24]([N+:25]([O-:27])=[O:26])=[CH:23][CH:22]=[CH:21][N:20]=2)=[CH:13][CH:12]=1. The catalyst class is: 179.